From a dataset of Experimentally validated miRNA-target interactions with 360,000+ pairs, plus equal number of negative samples. Binary Classification. Given a miRNA mature sequence and a target amino acid sequence, predict their likelihood of interaction. (1) The miRNA is mmu-miR-487b-3p with sequence AAUCGUACAGGGUCAUCCACUU. The protein sequence of the target gene is MAPKAKKEAPAPPKAEAKAKALKAKKAVLKGVHSHKKKKIRTSPTFRRPKTLRLRRQPKYPRKSAPRRNKLDHYAIIKFPLTTESAMKKIEDNNTLVFIVDVKANKHQIKQAVKKLYDIDVAKVNTLIRPDGEKKAYVRLAPDYDALDVANKIGII. Result: 0 (no interaction). (2) Result: 1 (interaction). The miRNA is mmu-miR-9-5p with sequence UCUUUGGUUAUCUAGCUGUAUGA. The protein sequence of the target gene is MAGPRPVVLSGPSGAGKSTLLKKLFQEHSSIFGFSVSHTTRNPRPGEEDGKDYYFVTREMMQRDIAAGDFIEHAEFSGNLYGTSKEAVRAVQAMNRICVLDVDLQGVRSIKKTDLCPIYIFVQPPSLDVLEQRLRLRNTETEESLAKRLAAARTDMESSKEPGLFDLVIINDDLDKAYATLKQALSEEIKKAQGTGHA. (3) The miRNA is hsa-miR-4722-3p with sequence ACCUGCCAGCACCUCCCUGCAG. The protein sequence of the target gene is MLREEAAQKRKEKEPGMALPQGHLTFRDVAIEFSLEEWKCLDPTQRALYRAMMLENYRNLHSVDISSKCMMKKFSSTAQGNTEVDTGTLERHESHHIGDFCFQKIGKDIHDFEFQWQEDKRNSHEATMTQIKKLTGSTDRYDRRHPGNKPIKDQLGLSFHSHLPELHIFQTKGKVGNQVEKSINDASSVLTSQRISSRPKIHISNNYENNFFHSSLLTLKQEVHIREKSFQCNESGKAFNCSSLLRKHQIIYLGGKQYKCDVCGKVFNQKRYLACHHRCHTGEKPYKCNECGKVFNQQSN.... Result: 1 (interaction). (4) The miRNA is mmu-miR-466l-5p with sequence UUGUGUGUACAUGUACAUGUAU. The protein sequence of the target gene is MSSYFVNPLFSKYKGGESLEPAYYDCRFPQSVGRSHALVYGPGGSAPGFQHASHHVQDFFHHGTSGISNSGYQQNPCSLSCHGDASKFYGYEALPRQSLYGAQQEASVVQYPDCKSSANTNSSEGQGHLNQNSSPSLMFPWMRPHAPGRRSGRQTYSRYQTLELEKEFLFNPYLTRKRRIEVSHALGLTERQVKIWFQNRRMKWKKENNKDKLPGARDEEKVEEEGNEEEEKEEEEKEENKD. Result: 1 (interaction).